Predict which catalyst facilitates the given reaction. From a dataset of Catalyst prediction with 721,799 reactions and 888 catalyst types from USPTO. (1) Reactant: [CH3:1][S:2][C:3]1[CH:8]=[CH:7][CH:6]=[CH:5][C:4]=1[NH:9][C:10](=[O:12])[CH3:11].ClC1C=C(C=CC=1)C(OO)=[O:18].C([O-])(O)=O.[Na+]. Product: [CH3:1][S:2]([C:3]1[CH:8]=[CH:7][CH:6]=[CH:5][C:4]=1[NH:9][C:10](=[O:12])[CH3:11])=[O:18]. The catalyst class is: 2. (2) Reactant: [NH2:1][C:2]1[C:11]2[N:12]=[C:13]([CH2:20][O:21][CH2:22][CH3:23])[N:14]([CH2:15][C:16]([CH3:19])([OH:18])[CH3:17])[C:10]=2[C:9]2[N:8]=[CH:7][C:6](Br)=[CH:5][C:4]=2[N:3]=1.[N:25]1([C:30]([C:32]2[CH:33]=[C:34](B(O)O)[CH:35]=[CH:36][CH:37]=2)=[O:31])[CH2:29][CH2:28][CH2:27][CH2:26]1.C(=O)([O-])[O-].[K+].[K+].COCCOC. Product: [NH2:1][C:2]1[C:11]2[N:12]=[C:13]([CH2:20][O:21][CH2:22][CH3:23])[N:14]([CH2:15][C:16]([CH3:19])([OH:18])[CH3:17])[C:10]=2[C:9]2[N:8]=[CH:7][C:6]([C:36]3[CH:35]=[CH:34][CH:33]=[C:32]([C:30]([N:25]4[CH2:26][CH2:27][CH2:28][CH2:29]4)=[O:31])[CH:37]=3)=[CH:5][C:4]=2[N:3]=1. The catalyst class is: 189. (3) Reactant: [CH3:1][C:2]1[CH:11]=[CH:10][C:9]2[C:4](=[CH:5][CH:6]=[CH:7][C:8]=2[O:12][CH2:13][CH2:14][N:15]2[CH2:20][CH2:19][C:18](=[CH:21][C:22]3[CH:27]=[C:26]([N+:28]([O-])=O)[CH:25]=[CH:24][C:23]=3[CH3:31])[CH2:17][CH2:16]2)[N:3]=1.Cl.Cl[Sn]Cl. Product: [CH3:31][C:23]1[CH:24]=[CH:25][C:26]([NH2:28])=[CH:27][C:22]=1[CH:21]=[C:18]1[CH2:17][CH2:16][N:15]([CH2:14][CH2:13][O:12][C:8]2[CH:7]=[CH:6][CH:5]=[C:4]3[C:9]=2[CH:10]=[CH:11][C:2]([CH3:1])=[N:3]3)[CH2:20][CH2:19]1. The catalyst class is: 5. (4) Reactant: CS(O[CH2:6][C:7]1[C:12]([F:13])=[C:11]([O:14][CH3:15])[CH:10]=[C:9]([O:16][CH3:17])[C:8]=1[F:18])(=O)=O.[C-:19]#[N:20].[Na+]. Product: [F:18][C:8]1[C:9]([O:16][CH3:17])=[CH:10][C:11]([O:14][CH3:15])=[C:12]([F:13])[C:7]=1[CH2:6][C:19]#[N:20]. The catalyst class is: 16. (5) The catalyst class is: 790. Product: [F:23][C:13]1[C:12]([CH2:11][C:10]2[C:4]3[C:5](=[N:6][CH:7]=[C:2]([C:26]4[CH:25]=[N:24][CH:29]=[CH:28][CH:27]=4)[CH:3]=3)[NH:8][CH:9]=2)=[C:21]([F:22])[CH:20]=[CH:19][C:14]=1[O:15][CH2:16][CH2:17][OH:18]. Reactant: Br[C:2]1[CH:3]=[C:4]2[C:10]([CH2:11][C:12]3[C:13]([F:23])=[C:14]([CH:19]=[CH:20][C:21]=3[F:22])[O:15][CH2:16][CH2:17][OH:18])=[CH:9][NH:8][C:5]2=[N:6][CH:7]=1.[N:24]1[CH:29]=[CH:28][CH:27]=[C:26](B(O)O)[CH:25]=1.C(=O)([O-])[O-].[K+].[K+].O. (6) Product: [CH2:45]([C:46]1[C:41](=[O:63])[O:40][CH2:60][C:20]=1[N:3]1[CH2:4][CH2:5][C:6]2([CH2:11][CH2:10][N:9]([C:12]([O:14][C:15]([CH3:18])([CH3:17])[CH3:16])=[O:13])[CH2:8][CH2:7]2)[C:2]1=[O:1])[CH3:44]. The catalyst class is: 164. Reactant: [O:1]=[C:2]1[C:6]2([CH2:11][CH2:10][N:9]([C:12]([O:14][C:15]([CH3:18])([CH3:17])[CH3:16])=[O:13])[CH2:8][CH2:7]2)[CH2:5][CH2:4][NH:3]1.C[C:20]1([CH3:60])[C:46]2[C:41](=C(P(C3C=CC=CC=3)C3C=CC=CC=3)C=[CH:44][CH:45]=2)[O:40]C2C(P(C3C=CC=CC=3)C3C=CC=CC=3)=CC=CC1=2.O.C(=O)([O-])[O-:63].[K+].[K+].